Dataset: Peptide-MHC class I binding affinity with 185,985 pairs from IEDB/IMGT. Task: Regression. Given a peptide amino acid sequence and an MHC pseudo amino acid sequence, predict their binding affinity value. This is MHC class I binding data. The peptide sequence is KYMDNELVY. The MHC is HLA-B07:02 with pseudo-sequence HLA-B07:02. The binding affinity (normalized) is 0.0847.